This data is from Catalyst prediction with 721,799 reactions and 888 catalyst types from USPTO. The task is: Predict which catalyst facilitates the given reaction. (1) Reactant: [F:1][C:2]1[CH:19]=[CH:18][C:5]([C:6]([N:8]2[CH2:13][CH2:12][CH2:11][C@H:10]([C:14]([NH:16][OH:17])=[NH:15])[CH2:9]2)=[O:7])=[CH:4][CH:3]=1.[F:20][C:21]1[CH:22]=[CH:23][C:24]([C:27](O)=O)=[N:25][CH:26]=1.C1C=NC2N(O)N=NC=2C=1.CCN=C=NCCCN(C)C.Cl. Product: [F:1][C:2]1[CH:19]=[CH:18][C:5]([C:6]([N:8]2[CH2:13][CH2:12][CH2:11][C@H:10]([C:14]3[N:15]=[C:27]([C:24]4[CH:23]=[CH:22][C:21]([F:20])=[CH:26][N:25]=4)[O:17][N:16]=3)[CH2:9]2)=[O:7])=[CH:4][CH:3]=1. The catalyst class is: 12. (2) Reactant: [NH2:1][C:2]1[CH:7]=[CH:6][C:5]([O:8][C:9]([F:12])([F:11])[F:10])=[CH:4][C:3]=1[C:13]([C:15]1[CH:20]=[CH:19][C:18]([O:21][CH3:22])=[CH:17][CH:16]=1)=O.[F:23][C:24]([F:32])([F:31])[C:25](=[O:30])[CH2:26][C:27](=O)[CH3:28].C(O)(C)C. Product: [F:23][C:24]([F:32])([F:31])[C:25]([C:26]1[C:27]([CH3:28])=[N:1][C:2]2[C:3]([C:13]=1[C:15]1[CH:20]=[CH:19][C:18]([O:21][CH3:22])=[CH:17][CH:16]=1)=[CH:4][C:5]([O:8][C:9]([F:12])([F:11])[F:10])=[CH:6][CH:7]=2)=[O:30]. The catalyst class is: 644. (3) Reactant: [Br:1][C:2]1[C:11]2[C:6](=[CH:7][CH:8]=[CH:9][CH:10]=2)[N:5]=[C:4]([C:12]([OH:14])=O)[CH:3]=1.[Cl-].[OH:16][C@H:17]1[CH2:22][CH2:21][CH2:20][CH2:19][C@H:18]1[NH3+:23].CN([P+](ON1N=NC2C=CC=CC1=2)(N(C)C)N(C)C)C.F[P-](F)(F)(F)(F)F.C(N(CC)CC)C. Product: [Br:1][C:2]1[C:11]2[C:6](=[CH:7][CH:8]=[CH:9][CH:10]=2)[N:5]=[C:4]([C:12]([NH:23][C@@H:18]2[CH2:19][CH2:20][CH2:21][CH2:22][C@@H:17]2[OH:16])=[O:14])[CH:3]=1. The catalyst class is: 2.